Regression. Given a peptide amino acid sequence and an MHC pseudo amino acid sequence, predict their binding affinity value. This is MHC class I binding data. From a dataset of Peptide-MHC class I binding affinity with 185,985 pairs from IEDB/IMGT. (1) The peptide sequence is PSDGKCNLY. The MHC is Mamu-A02 with pseudo-sequence Mamu-A02. The binding affinity (normalized) is 0. (2) The peptide sequence is GSSKGNCAIK. The MHC is HLA-A11:01 with pseudo-sequence HLA-A11:01. The binding affinity (normalized) is 0.698. (3) The peptide sequence is GLYRLNFRR. The MHC is HLA-B46:01 with pseudo-sequence HLA-B46:01. The binding affinity (normalized) is 0.0847. (4) The peptide sequence is ICSSVLKRY. The MHC is HLA-A24:02 with pseudo-sequence HLA-A24:02. The binding affinity (normalized) is 0.109. (5) The peptide sequence is FTNNKFTLS. The MHC is HLA-A68:02 with pseudo-sequence HLA-A68:02. The binding affinity (normalized) is 0.426. (6) The peptide sequence is GLADQLIHL. The MHC is HLA-A02:11 with pseudo-sequence YFAMYGEKVAHIDVDTLYVRYHYYTWAVLAYTWY. The binding affinity (normalized) is 1.00.